This data is from NCI-60 drug combinations with 297,098 pairs across 59 cell lines. The task is: Regression. Given two drug SMILES strings and cell line genomic features, predict the synergy score measuring deviation from expected non-interaction effect. (1) Cell line: RXF 393. Drug 1: CC1=C(C=C(C=C1)NC2=NC=CC(=N2)N(C)C3=CC4=NN(C(=C4C=C3)C)C)S(=O)(=O)N.Cl. Synergy scores: CSS=7.18, Synergy_ZIP=-4.64, Synergy_Bliss=-1.08, Synergy_Loewe=-0.0302, Synergy_HSA=1.58. Drug 2: C1CN(CCN1C(=O)CCBr)C(=O)CCBr. (2) Drug 1: CC1=C2C(C(=O)C3(C(CC4C(C3C(C(C2(C)C)(CC1OC(=O)C(C(C5=CC=CC=C5)NC(=O)OC(C)(C)C)O)O)OC(=O)C6=CC=CC=C6)(CO4)OC(=O)C)OC)C)OC. Drug 2: C1CCC(C(C1)N)N.C(=O)(C(=O)[O-])[O-].[Pt+4]. Cell line: OVCAR-8. Synergy scores: CSS=53.7, Synergy_ZIP=2.00, Synergy_Bliss=0.378, Synergy_Loewe=-6.92, Synergy_HSA=3.03. (3) Drug 2: CC12CCC3C(C1CCC2OP(=O)(O)O)CCC4=C3C=CC(=C4)OC(=O)N(CCCl)CCCl.[Na+]. Cell line: SNB-19. Synergy scores: CSS=30.8, Synergy_ZIP=-8.04, Synergy_Bliss=-1.42, Synergy_Loewe=-3.17, Synergy_HSA=0.330. Drug 1: C1CC(C1)(C(=O)O)C(=O)O.[NH2-].[NH2-].[Pt+2].